This data is from Catalyst prediction with 721,799 reactions and 888 catalyst types from USPTO. The task is: Predict which catalyst facilitates the given reaction. (1) Reactant: [Cl-].[Al+3].[Cl-].[Cl-].[C:5](Cl)(=[O:7])[CH3:6].[C:9]1([S:15]([O:18][C:19]2[CH:27]=[CH:26][C:22]3[S:23][CH:24]=[CH:25][C:21]=3[CH:20]=2)(=[O:17])=[O:16])[CH:14]=[CH:13][CH:12]=[CH:11][CH:10]=1. Product: [C:5]([C:25]1[C:21]2[CH:20]=[C:19]([O:18][S:15]([C:9]3[CH:14]=[CH:13][CH:12]=[CH:11][CH:10]=3)(=[O:16])=[O:17])[CH:27]=[CH:26][C:22]=2[S:23][CH:24]=1)(=[O:7])[CH3:6]. The catalyst class is: 4. (2) Reactant: [CH3:1][C:2]1[CH:7]=[C:6]([CH3:8])[CH:5]=[CH:4][C:3]=1[N:9]([CH2:23][CH:24]([CH3:26])[CH3:25])[S:10]([C:13]1[CH:18]=[C:17]([F:19])[C:16]([CH:20]=[CH2:21])=[C:15]([F:22])[CH:14]=1)(=[O:12])=[O:11].ClC1C=C(C=CC=1)C(OO)=[O:32]. Product: [CH3:1][C:2]1[CH:7]=[C:6]([CH3:8])[CH:5]=[CH:4][C:3]=1[N:9]([CH2:23][CH:24]([CH3:26])[CH3:25])[S:10]([C:13]1[CH:18]=[C:17]([F:19])[C:16]([CH:20]2[CH2:21][O:32]2)=[C:15]([F:22])[CH:14]=1)(=[O:12])=[O:11]. The catalyst class is: 4.